Dataset: Reaction yield outcomes from USPTO patents with 853,638 reactions. Task: Predict the reaction yield, written as a fraction of the theoretical maximum amount of product (1.0 means a 100% yield; for example, 0.34 means a 34% yield). (1) The yield is 0.430. The catalyst is ClCCl. The reactants are [CH2:1]([O:3][C:4](=[O:30])[CH2:5][C:6]([C:9]1[CH:14]=[CH:13][C:12]([C:15]2[CH:20]=[CH:19][C:18]([C:21]([OH:23])=O)=[CH:17][CH:16]=2)=[C:11]([O:24][CH2:25][CH2:26][CH2:27][O:28][CH3:29])[CH:10]=1)([CH3:8])[CH3:7])[CH3:2].CCN=C=NCCCN(C)C.Cl.C1C=CC2N(O)N=NC=2C=1.C(N(C(C)C)CC)(C)C.[CH3:62][N:63]1[CH2:68][CH2:67][NH:66][CH2:65][CH2:64]1. The product is [CH3:29][O:28][CH2:27][CH2:26][CH2:25][O:24][C:11]1[CH:10]=[C:9]([C:6]([CH3:7])([CH3:8])[CH2:5][C:4]([O:3][CH2:1][CH3:2])=[O:30])[CH:14]=[CH:13][C:12]=1[C:15]1[CH:16]=[CH:17][C:18]([C:21]([N:66]2[CH2:67][CH2:68][N:63]([CH3:62])[CH2:64][CH2:65]2)=[O:23])=[CH:19][CH:20]=1. (2) The reactants are [C:1]1([CH:7]([C:20]2[CH:25]=[CH:24][CH:23]=[CH:22][CH:21]=2)[CH2:8][CH2:9][NH:10][C:11](=[O:19])[C:12]2[CH:17]=[CH:16][C:15](F)=[N:14][CH:13]=2)[CH:6]=[CH:5][CH:4]=[CH:3][CH:2]=1.[CH3:26][N:27]1[CH2:32][CH2:31][NH:30][CH2:29][CH2:28]1. No catalyst specified. The product is [C:1]1([CH:7]([C:20]2[CH:25]=[CH:24][CH:23]=[CH:22][CH:21]=2)[CH2:8][CH2:9][NH:10][C:11](=[O:19])[C:12]2[CH:17]=[CH:16][C:15]([N:30]3[CH2:31][CH2:32][N:27]([CH3:26])[CH2:28][CH2:29]3)=[N:14][CH:13]=2)[CH:6]=[CH:5][CH:4]=[CH:3][CH:2]=1. The yield is 0.358. (3) The reactants are Cl.[C:2]([N:9]1[CH2:13][CH2:12][CH:11]([OH:14])[CH2:10]1)([O:4][C:5]([CH3:8])([CH3:7])[CH3:6])=[O:3]. The catalyst is CS(C)=O.C(N(CC)CC)C. The product is [C:5]([O:4][C:2]([N:9]1[CH2:13][CH2:12][C:11](=[O:14])[CH2:10]1)=[O:3])([CH3:8])([CH3:6])[CH3:7]. The yield is 0.580. (4) The reactants are [CH3:1][C:2]([C:4]1[CH:5]=[CH:6][C:7]([OH:11])=[CH:8][C:9]=1[OH:10])=[O:3].C1(P(C2C=CC=CC=2)C2C=CC=CC=2)C=CC=CC=1.[CH3:31][O:32][CH2:33][CH2:34]O.N(C(OCC)=O)=NC(OCC)=O. The catalyst is O1CCCC1. The product is [OH:10][C:9]1[CH:8]=[C:7]([O:11][CH2:34][CH2:33][O:32][CH3:31])[CH:6]=[CH:5][C:4]=1[C:2](=[O:3])[CH3:1]. The yield is 0.520. (5) The yield is 0.652. The product is [CH2:37]([NH:33][C:31](=[O:32])[O:30][C@@H:24]1[CH:25]2[CH2:26][CH2:27][N:22]([CH2:29][CH2:28]2)[CH2:23]1)[CH2:36][C:38]1[CH:43]=[CH:42][CH:41]=[CH:40][CH:39]=1. The catalyst is C1COCC1.CO.C(Cl)Cl. The reactants are C(N1C=CN=C1)(N1C=CN=C1)=O.N12CCC(CC1)[C@@H](O)C2.[N:22]12[CH2:29][CH2:28][CH:25]([CH2:26][CH2:27]1)[C@@H:24]([O:30][C:31]([N:33]1[CH:37]=[CH:36]N=C1)=[O:32])[CH2:23]2.[CH:38]1[CH:43]=[CH:42][C:41](CCN)=[CH:40][CH:39]=1.C(N(CC)CC)C. (6) The reactants are [F:1][C:2]1[CH:9]=[CH:8][C:5]([CH:6]=O)=[CH:4][CH:3]=1.Cl.C(=O)(O)O.[NH2:15][NH:16][C:17]([NH2:19])=[NH:18].C(=O)=O.[OH-].[K+]. No catalyst specified. The product is [F:1][C:2]1[CH:9]=[CH:8][C:5](/[CH:6]=[N:15]/[NH:16][C:17](=[NH:18])[NH2:19])=[CH:4][CH:3]=1. The yield is 0.910. (7) The yield is 0.270. The reactants are C(O[C:4](=[O:9])[CH2:5][N+:6]([O-:8])=[O:7])C.[H-].[Na+].[H][H].[CH3:14][N:15]1C(=O)O[C:18](=[O:19])[C:17]2=[CH:23][CH:24]=[CH:25][CH:26]=[C:16]12.Cl. The product is [OH:19][C:18]1[C:17]2[C:16](=[CH:26][CH:25]=[CH:24][CH:23]=2)[N:15]([CH3:14])[C:4](=[O:9])[C:5]=1[N+:6]([O-:8])=[O:7]. The catalyst is CC(N(C)C)=O. (8) The reactants are [N:1]1([CH2:6][C:7]2[CH:14]=[CH:13][C:10]([CH:11]=O)=[CH:9][CH:8]=2)[CH:5]=[N:4][N:3]=[N:2]1.[NH2:15][C:16]1[N:17]=[N:18][C:19]([CH3:22])=[CH:20][CH:21]=1.C([O:25][C:26](=O)[C:27]([OH:40])=[CH:28][C:29]([C:31]1[CH:36]=[CH:35][C:34]([CH:37]([CH3:39])[CH3:38])=[CH:33][CH:32]=1)=[O:30])C. No catalyst specified. The product is [OH:40][C:27]1[C:26](=[O:25])[N:15]([C:16]2[N:17]=[N:18][C:19]([CH3:22])=[CH:20][CH:21]=2)[CH:11]([C:10]2[CH:13]=[CH:14][C:7]([CH2:6][N:1]3[CH:5]=[N:4][N:3]=[N:2]3)=[CH:8][CH:9]=2)[C:28]=1[C:29](=[O:30])[C:31]1[CH:36]=[CH:35][C:34]([CH:37]([CH3:39])[CH3:38])=[CH:33][CH:32]=1. The yield is 0.190. (9) The reactants are [I-:1].O.[F:3][C:4]1[CH:5]=[C:6]([N:10]2[CH2:14][C@H:13]([CH2:15][OH:16])[O:12][C:11]2=[O:17])[CH:7]=[CH:8][CH:9]=1. The catalyst is [Ag+].FC(F)(F)C([O-])=O. The product is [I:1][C:9]1[CH:8]=[CH:7][C:6]([N:10]2[CH2:14][C@H:13]([CH2:15][OH:16])[O:12][C:11]2=[O:17])=[CH:5][C:4]=1[F:3]. The yield is 0.940. (10) The catalyst is CCOC(C)=O. The reactants are BrCCBr.II.[Mg].[CH2:8]([N:15]1[CH2:20][CH2:19][CH:18](Br)[CH2:17][CH2:16]1)[C:9]1[CH:14]=[CH:13][CH:12]=[CH:11][CH:10]=1.[C:22](#N)[C:23]1[CH:28]=[CH:27][CH:26]=[CH:25][CH:24]=1.[Cl-].[NH4+].C1C[O:35]CC1. The product is [CH2:8]([N:15]1[CH2:20][CH2:19][CH:18]([C:22](=[O:35])[C:23]2[CH:28]=[CH:27][CH:26]=[CH:25][CH:24]=2)[CH2:17][CH2:16]1)[C:9]1[CH:14]=[CH:13][CH:12]=[CH:11][CH:10]=1. The yield is 0.410.